From a dataset of Catalyst prediction with 721,799 reactions and 888 catalyst types from USPTO. Predict which catalyst facilitates the given reaction. (1) Reactant: [CH:1]1([N:7]2[CH2:11][CH2:10][CH2:9][C:8]2=[O:12])[CH2:6][CH2:5][CH2:4][CH2:3][CH2:2]1.[Li+].CC([N-]C(C)C)C.Br[CH2:22][C:23]1[C:28]([Cl:29])=[CH:27][C:26]([O:30][CH3:31])=[CH:25][C:24]=1[Cl:32].[Cl-].[NH4+]. Product: [CH:1]1([N:7]2[CH2:11][CH2:10][CH:9]([CH2:22][C:23]3[C:24]([Cl:32])=[CH:25][C:26]([O:30][CH3:31])=[CH:27][C:28]=3[Cl:29])[C:8]2=[O:12])[CH2:2][CH2:3][CH2:4][CH2:5][CH2:6]1. The catalyst class is: 7. (2) Reactant: Cl[CH2:2][CH2:3][CH2:4][C:5]([C:7]1[CH:12]=[CH:11][C:10]([CH:13](C)C)=[CH:9][CH:8]=1)=[O:6].[Br:16]N1C(=O)CCC1=O. Product: [Br:16][CH2:13][C:10]1[CH:9]=[CH:8][C:7]([C:5]([CH:4]2[CH2:3][CH2:2]2)=[O:6])=[CH:12][CH:11]=1. The catalyst class is: 2. (3) The catalyst class is: 13. Reactant: [H-].[Na+].CS(C)=O.[I-].[CH3:8][S+](C)C.[Cl:12][C:13]1[CH:18]=[CH:17][C:16]([C:19]([C:21]2[CH:26]=[CH:25][C:24]([I:27])=[CH:23][CH:22]=2)=[O:20])=[CH:15][CH:14]=1. Product: [Cl:12][C:13]1[CH:18]=[CH:17][C:16]([C:19]2([C:21]3[CH:26]=[CH:25][C:24]([I:27])=[CH:23][CH:22]=3)[CH2:8][O:20]2)=[CH:15][CH:14]=1.